Dataset: Forward reaction prediction with 1.9M reactions from USPTO patents (1976-2016). Task: Predict the product of the given reaction. (1) Given the reactants S(N=[N+]=[N-])([C:4]1C=CC(C)=CC=1)(=O)=O.C([O-])([O-])=O.[K+].[K+].[Cl:20][C:21]1[CH:28]=[CH:27][CH:26]=[C:25]([Cl:29])[C:22]=1[CH:23]=O, predict the reaction product. The product is: [Cl:20][C:21]1[CH:28]=[CH:27][CH:26]=[C:25]([Cl:29])[C:22]=1[C:23]#[CH:4]. (2) The product is: [C:15]1([C:2]2[C:7]3[O:8][C:9]4[CH:14]=[CH:13][CH:12]=[CH:11][C:10]=4[C:6]=3[CH:5]=[CH:4][CH:3]=2)[CH:20]=[CH:19][CH:18]=[CH:17][CH:16]=1. Given the reactants I[C:2]1[C:7]2[O:8][C:9]3[CH:14]=[CH:13][CH:12]=[CH:11][C:10]=3[C:6]=2[CH:5]=[CH:4][CH:3]=1.[C:15]1(B(O)O)[CH:20]=[CH:19][CH:18]=[CH:17][CH:16]=1.C1(P(C2CCCCC2)C2C=CC=CC=2C2C(OC)=CC=CC=2OC)CCCCC1.[O-]P([O-])([O-])=O.[K+].[K+].[K+], predict the reaction product.